From a dataset of Reaction yield outcomes from USPTO patents with 853,638 reactions. Predict the reaction yield, written as a fraction of the theoretical maximum amount of product (1.0 means a 100% yield; for example, 0.34 means a 34% yield). (1) The reactants are O1CCCCC1[O:7][C:8]1[CH:30]=[CH:29][C:11]2[C:12]([CH2:15][C:16]3[CH:21]=[CH:20][C:19]([O:22]C4CCCCO4)=[CH:18][CH:17]=3)=[N:13][O:14][C:10]=2[CH:9]=1.C([O-])(O)=O.[Na+]. The catalyst is CO. The product is [OH:22][C:19]1[CH:20]=[CH:21][C:16]([CH2:15][C:12]2[C:11]3[CH:29]=[CH:30][C:8]([OH:7])=[CH:9][C:10]=3[O:14][N:13]=2)=[CH:17][CH:18]=1. The yield is 0.310. (2) The reactants are Br[C:2]1[C:3]([CH3:8])=[N:4][O:5][C:6]=1[CH3:7].C([Li])CCC.[B:14](OC(C)C)([O:19]C(C)C)[O:15]C(C)C. The catalyst is C1COCC1. The product is [CH3:8][C:3]1[C:2]([B:14]([OH:19])[OH:15])=[C:6]([CH3:7])[O:5][N:4]=1. The yield is 0.125. (3) The reactants are [Cl:1][C:2]1[NH:3][C:4]2[CH:10]=[C:9]([Cl:11])[C:8]([Cl:12])=[CH:7][C:5]=2[N:6]=1.[O:13]1[CH:18]=[CH:17][CH2:16][CH2:15][CH2:14]1.C12(CS(O)(=O)=O)C(C)(C)C(CC1)CC2=O.[OH-].[Na+]. The catalyst is O1CCCC1. The product is [Cl:1][C:2]1[N:3]([CH:14]2[CH2:15][CH2:16][CH2:17][CH2:18][O:13]2)[C:4]2[CH:10]=[C:9]([Cl:11])[C:8]([Cl:12])=[CH:7][C:5]=2[N:6]=1. The yield is 0.0900. (4) The reactants are [I:1][C:2]1[CH:10]=[C:6]([C:7]([OH:9])=O)[C:5]([OH:11])=[CH:4][CH:3]=1.[F:12][C:13]([F:26])([F:25])[C:14]1[CH:15]=[C:16]([CH:18]=[C:19]([C:21]([F:24])([F:23])[F:22])[CH:20]=1)[NH2:17]. No catalyst specified. The product is [OH:11][C:5]1[CH:4]=[CH:3][C:2]([I:1])=[CH:10][C:6]=1[C:7]([NH:17][C:16]1[CH:18]=[C:19]([C:21]([F:22])([F:23])[F:24])[CH:20]=[C:14]([C:13]([F:12])([F:25])[F:26])[CH:15]=1)=[O:9]. The yield is 0.622. (5) The reactants are [NH2:1][CH:2]1[CH2:6][CH:5]([N:7]2[C:16]3[CH:15]=[CH:14][CH:13]=[C:12]([Cl:17])[C:11]=3[C:10]3=[N:18][O:19][C:20]([CH3:21])=[C:9]3[C:8]2=[O:22])[CH:4]=[CH:3]1.[F:23][C:24]1[CH:25]=[C:26]([CH2:30][C:31](O)=[O:32])[CH:27]=[CH:28][CH:29]=1.CCN(CC)CC.CCN=C=NCCCN(C)C. The catalyst is C(Cl)Cl. The product is [Cl:17][C:12]1[C:11]2[C:10]3[C:9](=[C:20]([CH3:21])[O:19][N:18]=3)[C:8](=[O:22])[N:7]([CH:5]3[CH2:6][CH:2]([NH:1][C:31](=[O:32])[CH2:30][C:26]4[CH:27]=[CH:28][CH:29]=[C:24]([F:23])[CH:25]=4)[CH:3]=[CH:4]3)[C:16]=2[CH:15]=[CH:14][CH:13]=1. The yield is 0.740. (6) The reactants are [NH2:1][C:2]1[CH:3]=[C:4]([CH:8]=[CH:9][C:10]=1[CH2:11][C:12]1[CH:17]=[CH:16][CH:15]=[CH:14][C:13]=1[C:18]([OH:20])=O)[C:5]([OH:7])=[O:6].C(N1C=CN=C1)(N1C=CN=C1)=O.Cl.O. The catalyst is C1COCC1. The product is [O:20]=[C:18]1[NH:1][C:2]2[CH:3]=[C:4]([C:5]([OH:7])=[O:6])[CH:8]=[CH:9][C:10]=2[CH2:11][C:12]2[CH:17]=[CH:16][CH:15]=[CH:14][C:13]1=2. The yield is 0.780. (7) The reactants are [OH:1][C:2]1[CH:7]=[CH:6][C:5]([C:8]2[CH:16]=[C:15]3[C:11]([CH:12]=[C:13]([C:24]([O:26]C)=[O:25])[N:14]3C(OC(C)(C)C)=O)=[CH:10][CH:9]=2)=[CH:4][CH:3]=1.Cl[CH2:29][C:30]1[C:31]([C:38]2[C:43]([Cl:44])=[CH:42][CH:41]=[CH:40][C:39]=2[Cl:45])=[N:32][O:33][C:34]=1[CH:35]([CH3:37])[CH3:36].C(=O)([O-])[O-].[K+].[K+].[OH-].[Na+]. The catalyst is CN(C)C=O.C(OCC)(=O)C. The product is [Cl:45][C:39]1[CH:40]=[CH:41][CH:42]=[C:43]([Cl:44])[C:38]=1[C:31]1[C:30]([CH2:29][O:1][C:2]2[CH:3]=[CH:4][C:5]([C:8]3[CH:16]=[C:15]4[C:11]([CH:12]=[C:13]([C:24]([OH:26])=[O:25])[NH:14]4)=[CH:10][CH:9]=3)=[CH:6][CH:7]=2)=[C:34]([CH:35]([CH3:37])[CH3:36])[O:33][N:32]=1. The yield is 0.650.